From a dataset of Full USPTO retrosynthesis dataset with 1.9M reactions from patents (1976-2016). Predict the reactants needed to synthesize the given product. (1) Given the product [CH3:16][N:17]([CH3:21])[CH2:18][CH2:19][O:1][C:2]1[CH:3]=[CH:4][C:5]([CH:8]=[O:9])=[N:6][CH:7]=1, predict the reactants needed to synthesize it. The reactants are: [OH:1][C:2]1[CH:3]=[CH:4][C:5]([CH:8]=[O:9])=[N:6][CH:7]=1.C([O-])([O-])=O.[K+].[K+].[CH3:16][N:17]([CH3:21])[CH2:18][CH2:19]Cl.Cl.[OH-].[Na+]. (2) Given the product [C:1]([O:5][C:6]([NH:8][CH:9]([C:11]1[NH:12][C:13]([C:21]2[CH:30]=[CH:29][CH:28]=[C:27]3[C:22]=2[N:23]=[C:24]([NH:32][CH2:33][CH:34]([F:35])[F:36])[C:25]([CH3:31])=[N:26]3)=[CH:14][C:15]=1[C:16]([OH:18])=[O:17])[CH3:10])=[O:7])([CH3:2])([CH3:3])[CH3:4], predict the reactants needed to synthesize it. The reactants are: [C:1]([O:5][C:6]([NH:8][CH:9]([C:11]1[NH:12][C:13]([C:21]2[CH:30]=[CH:29][CH:28]=[C:27]3[C:22]=2[N:23]=[C:24]([NH:32][CH2:33][CH:34]([F:36])[F:35])[C:25]([CH3:31])=[N:26]3)=[CH:14][C:15]=1[C:16]([O:18]CC)=[O:17])[CH3:10])=[O:7])([CH3:4])([CH3:3])[CH3:2].CO. (3) Given the product [CH3:23][O:24][C:25]1[CH:48]=[CH:47][C:28]([CH2:29][NH:30][C:31]2[C:40](/[CH:41]=[CH:42]/[C:43]([NH:56][CH2:55][CH:49]3[CH2:54][CH2:53][CH2:52][CH2:51][CH2:50]3)=[O:45])=[CH:39][C:38]3[C:33](=[CH:34][CH:35]=[C:36]([Br:46])[CH:37]=3)[N:32]=2)=[CH:27][CH:26]=1, predict the reactants needed to synthesize it. The reactants are: F[B-](F)(F)F.N1(OC(N(C)C)=[N+](C)C)C2C=CC=CC=2N=N1.[CH3:23][O:24][C:25]1[CH:48]=[CH:47][C:28]([CH2:29][NH:30][C:31]2[C:40](/[CH:41]=[CH:42]/[C:43]([OH:45])=O)=[CH:39][C:38]3[C:33](=[CH:34][CH:35]=[C:36]([Br:46])[CH:37]=3)[N:32]=2)=[CH:27][CH:26]=1.[CH:49]1([CH2:55][NH2:56])[CH2:54][CH2:53][CH2:52][CH2:51][CH2:50]1.CCN(C(C)C)C(C)C.C(=O)(O)[O-].[Na+]. (4) The reactants are: [N:1]([CH2:4][CH:5]1[C:13]2[C:8](=[CH:9][CH:10]=[CH:11][CH:12]=2)[C:7](=[C:14]2[C:22]3[C:17](=[CH:18][CH:19]=[CH:20][CH:21]=3)[NH:16][C:15]2=[O:23])[O:6]1)=[C:2]=[O:3].[NH2:24][CH2:25][CH2:26][N:27]1[CH2:32][CH2:31][O:30][CH2:29][CH2:28]1. Given the product [N:27]1([CH2:26][CH2:25][NH:24][C:2]([NH:1][CH2:4][CH:5]2[C:13]3[C:8](=[CH:9][CH:10]=[CH:11][CH:12]=3)[C:7](=[C:14]3[C:22]4[C:17](=[CH:18][CH:19]=[CH:20][CH:21]=4)[NH:16][C:15]3=[O:23])[O:6]2)=[O:3])[CH2:32][CH2:31][O:30][CH2:29][CH2:28]1, predict the reactants needed to synthesize it.